This data is from Peptide-MHC class II binding affinity with 134,281 pairs from IEDB. The task is: Regression. Given a peptide amino acid sequence and an MHC pseudo amino acid sequence, predict their binding affinity value. This is MHC class II binding data. (1) The peptide sequence is LPVPPTVTVFKIPKK. The MHC is HLA-DQA10102-DQB10602 with pseudo-sequence HLA-DQA10102-DQB10602. The binding affinity (normalized) is 0.395. (2) The peptide sequence is QKKPDFILATDIAEM. The MHC is DRB1_0701 with pseudo-sequence DRB1_0701. The binding affinity (normalized) is 0.396.